From a dataset of Experimentally validated miRNA-target interactions with 360,000+ pairs, plus equal number of negative samples. Binary Classification. Given a miRNA mature sequence and a target amino acid sequence, predict their likelihood of interaction. The miRNA is hsa-miR-3179 with sequence AGAAGGGGUGAAAUUUAAACGU. The protein sequence of the target gene is MSDRSGPTAKGKDGKKYSSLNLFDTYKGKSLEIQKPAVAPRHGLQSLGKVAIARRMPPPANLPSLKAENKGNDPNVSLVPKDGTGWASKQEQSDPKSSDASTAQPPESQPLPASQTPASNQPKRPPAAPENTPLVPSGVKSWAQASVTHGAHGDGGRASSLLSRFSREEFPTLQAAGDQDKAAKERESAEQSSGPGPSLRPQNSTTWRDGGGRGPDELEGPDSKLHHGHDPRGGLQPSGPPQFPPYRGMMPPFMYPPYLPFPPPYGPQGPYRYPTPDGPSRFPRVAGPRGSGPPMRLVEP.... Result: 1 (interaction).